This data is from Forward reaction prediction with 1.9M reactions from USPTO patents (1976-2016). The task is: Predict the product of the given reaction. (1) Given the reactants [CH2:1]([O:3][C:4](=[O:16])[CH2:5][CH2:6][C:7]1[CH:12]=[CH:11][C:10]([O:13]C)=[CH:9][C:8]=1[F:15])[CH3:2].B(Br)(Br)Br.CO, predict the reaction product. The product is: [CH2:1]([O:3][C:4](=[O:16])[CH2:5][CH2:6][C:7]1[CH:12]=[CH:11][C:10]([OH:13])=[CH:9][C:8]=1[F:15])[CH3:2]. (2) Given the reactants [C:1]([Si:5]([CH3:38])([CH3:37])[O:6][C@@H:7]([CH3:36])[C@@H:8]([NH:23][C:24]1[CH:29]=[CH:28][C:27]([C:30]#[N:31])=[C:26]([C:32]([F:35])([F:34])[F:33])[CH:25]=1)[C:9]([NH:11][NH:12][C:13](=O)[C:14]1[CH:19]=[CH:18][C:17]([C:20]#[N:21])=[CH:16][CH:15]=1)=[O:10])([CH3:4])([CH3:3])[CH3:2].C1C=CC(P(C2C=CC=CC=2)C2C=CC=CC=2)=CC=1.II.CCN(CC)CC, predict the reaction product. The product is: [Si:5]([O:6][C@@H:7]([CH3:36])[C@@H:8]([NH:23][C:24]1[CH:29]=[CH:28][C:27]([C:30]#[N:31])=[C:26]([C:32]([F:33])([F:35])[F:34])[CH:25]=1)[C:9]1[O:10][C:13]([C:14]2[CH:15]=[CH:16][C:17]([C:20]#[N:21])=[CH:18][CH:19]=2)=[N:12][N:11]=1)([C:1]([CH3:4])([CH3:3])[CH3:2])([CH3:38])[CH3:37]. (3) Given the reactants Cl.[CH3:2][O:3][C:4]1[CH:9]=[C:8]([CH2:10][O:11][CH3:12])[CH:7]=[C:6]([O:13][CH3:14])[C:5]=1[C:15]1[N:16]2[N:22]=[C:21]([O:23][CH3:24])[CH:20]=[C:17]2[S:18][CH:19]=1.[N:25]([O-])=[O:26].[Na+].[OH-].[Na+], predict the reaction product. The product is: [CH3:2][O:3][C:4]1[CH:9]=[C:8]([CH2:10][O:11][CH3:12])[CH:7]=[C:6]([O:13][CH3:14])[C:5]=1[C:15]1[N:16]2[N:22]=[C:21]([O:23][CH3:24])[C:20]([N:25]=[O:26])=[C:17]2[S:18][CH:19]=1. (4) Given the reactants O[C:2]1[N:7]2[N:8]=[C:9]([C:11]3[CH:20]=[CH:19][C:18]4[CH2:17][CH2:16][CH2:15][CH2:14][C:13]=4[CH:12]=3)[CH:10]=[C:6]2[N:5]=[C:4]([CH3:21])[C:3]=1[CH2:22][C:23]([O:25][CH3:26])=[O:24].P(Cl)(Cl)([Cl:29])=O, predict the reaction product. The product is: [Cl:29][C:2]1[N:7]2[N:8]=[C:9]([C:11]3[CH:20]=[CH:19][C:18]4[CH2:17][CH2:16][CH2:15][CH2:14][C:13]=4[CH:12]=3)[CH:10]=[C:6]2[N:5]=[C:4]([CH3:21])[C:3]=1[CH2:22][C:23]([O:25][CH3:26])=[O:24]. (5) The product is: [F:6][C:7]1[CH:8]=[C:9]2[C:14](=[CH:15][CH:16]=1)[N:13]([C@H:17]([CH3:32])[C:18]([N:20]1[CH2:21][CH2:22][N:23]([C:26]3[CH:27]=[CH:28][C:29]([S:2]([Cl:1])(=[O:5])=[O:3])=[CH:30][CH:31]=3)[CH2:24][CH2:25]1)=[O:19])[CH2:12][CH2:11][CH2:10]2. Given the reactants [Cl:1][S:2]([OH:5])(=O)=[O:3].[F:6][C:7]1[CH:8]=[C:9]2[C:14](=[CH:15][CH:16]=1)[N:13]([C@H:17]([CH3:32])[C:18]([N:20]1[CH2:25][CH2:24][N:23]([C:26]3[CH:31]=[CH:30][CH:29]=[CH:28][CH:27]=3)[CH2:22][CH2:21]1)=[O:19])[CH2:12][CH2:11][CH2:10]2, predict the reaction product. (6) Given the reactants [CH2:1]([C:5]1[O:6][C:7]2[CH:15]=[CH:14][CH:13]=[CH:12][C:8]=2[C:9]=1[CH:10]=O)[CH2:2][CH2:3][CH3:4].C([O-])(=O)C.[Na+].Cl.[NH2:22][OH:23], predict the reaction product. The product is: [CH2:1]([C:5]1[O:6][C:7]2[CH:15]=[CH:14][CH:13]=[CH:12][C:8]=2[C:9]=1[CH:10]=[N:22][OH:23])[CH2:2][CH2:3][CH3:4]. (7) Given the reactants [Br:1][C:2]1[CH:7]=[CH:6][C:5]([Cl:8])=[C:4]([O:9][CH3:10])[CH:3]=1.[Cl:11][S:12](O)(=[O:14])=[O:13], predict the reaction product. The product is: [Br:1][C:2]1[CH:3]=[C:4]([O:9][CH3:10])[C:5]([Cl:8])=[CH:6][C:7]=1[S:12]([Cl:11])(=[O:14])=[O:13].